Predict which catalyst facilitates the given reaction. From a dataset of Catalyst prediction with 721,799 reactions and 888 catalyst types from USPTO. (1) Reactant: [NH2:1][C:2]1[CH:3]=[CH:4][C:5]([O:12][CH:13]([C:20]2[CH:25]=[CH:24][C:23]([F:26])=[CH:22][CH:21]=2)[C:14]2[CH:19]=[CH:18][CH:17]=[CH:16][CH:15]=2)=[C:6]([CH:11]=1)[C:7]([O:9][CH3:10])=[O:8].[CH3:27][O:28][C:29]1[CH:30]=[C:31]([N:37]=[C:38]=[O:39])[CH:32]=[CH:33][C:34]=1[O:35][CH3:36]. Product: [CH3:27][O:28][C:29]1[CH:30]=[C:31]([NH:37][C:38]([NH:1][C:2]2[CH:3]=[CH:4][C:5]([O:12][CH:13]([C:20]3[CH:21]=[CH:22][C:23]([F:26])=[CH:24][CH:25]=3)[C:14]3[CH:19]=[CH:18][CH:17]=[CH:16][CH:15]=3)=[C:6]([CH:11]=2)[C:7]([O:9][CH3:10])=[O:8])=[O:39])[CH:32]=[CH:33][C:34]=1[O:35][CH3:36]. The catalyst class is: 1. (2) Reactant: C(OC(=O)[NH:7][C@H:8]([C:20](=[O:23])[NH:21][CH3:22])[CH2:9][C:10]1[CH:19]=[CH:18][C:17]2[C:12](=[CH:13][CH:14]=[CH:15][CH:16]=2)[CH:11]=1)(C)(C)C.FC(F)(F)C(O)=O. Product: [NH2:7][C@@H:8]([CH2:9][C:10]1[CH:19]=[CH:18][C:17]2[C:12](=[CH:13][CH:14]=[CH:15][CH:16]=2)[CH:11]=1)[C:20]([NH:21][CH3:22])=[O:23]. The catalyst class is: 2. (3) Reactant: [F:1][C:2]1[CH:3]=[C:4]2[C:8](=[CH:9][CH:10]=1)[N:7]([CH2:11][C:12]([O:14][CH3:15])=[O:13])[C:6]([CH3:16])=[CH:5]2.[O:17]=[C:18]1[N:23]([CH2:24][C:25]2[CH:30]=[CH:29][C:28]([C:31]([F:34])([F:33])[F:32])=[CH:27][CH:26]=2)[N:22]=[C:21]([CH:35]=O)[CH:20]=[CH:19]1.C([SiH](CC)CC)C.FC(F)(F)C(O)=O.C([O-])(O)=O.[Na+]. Product: [F:1][C:2]1[CH:3]=[C:4]2[C:8](=[CH:9][CH:10]=1)[N:7]([CH2:11][C:12]([O:14][CH3:15])=[O:13])[C:6]([CH3:16])=[C:5]2[CH2:35][C:21]1[CH:20]=[CH:19][C:18](=[O:17])[N:23]([CH2:24][C:25]2[CH:30]=[CH:29][C:28]([C:31]([F:33])([F:32])[F:34])=[CH:27][CH:26]=2)[N:22]=1. The catalyst class is: 2. (4) Reactant: [CH2:1]([O:8][C:9]1[CH:18]=[C:17]2[C:12]([CH2:13][CH2:14][CH:15]([CH2:19][OH:20])[O:16]2)=[CH:11][CH:10]=1)[C:2]1[CH:7]=[CH:6][CH:5]=[CH:4][CH:3]=1.[CH2:21]([CH2:24]OC)OC.[H-].[Na+].C(I)C. Product: [CH2:1]([O:8][C:9]1[CH:18]=[C:17]2[C:12]([CH2:13][CH2:14][CH:15]([CH2:19][O:20][CH2:21][CH3:24])[O:16]2)=[CH:11][CH:10]=1)[C:2]1[CH:3]=[CH:4][CH:5]=[CH:6][CH:7]=1. The catalyst class is: 3. (5) Reactant: [C:1]([O:5][C:6]([N:8]1[C:12]2[CH:13]=[CH:14][C:15]([N+:18]([O-])=O)=[C:16]([CH3:17])[C:11]=2[N:10]=[CH:9]1)=[O:7])([CH3:4])([CH3:3])[CH3:2].C([O-])=O.[NH4+]. Product: [NH2:18][C:15]1[CH:14]=[CH:13][C:12]2[N:8]([C:6]([O:5][C:1]([CH3:2])([CH3:3])[CH3:4])=[O:7])[CH:9]=[N:10][C:11]=2[C:16]=1[CH3:17]. The catalyst class is: 381. (6) Reactant: [CH2:1]([C:3]1[N:4]([C:28]2[CH:33]=[CH:32][C:31]([OH:34])=[CH:30][CH:29]=2)[C:5](=[O:27])[C:6]([CH2:12][C:13]2[CH:18]=[CH:17][C:16]([C:19]3[C:20]([C:25]#[N:26])=[CH:21][CH:22]=[CH:23][CH:24]=3)=[CH:15][CH:14]=2)=[C:7]([CH2:9][CH2:10][CH3:11])[N:8]=1)[CH3:2].Br[C:36]1([C:40]([O:42][CH2:43][CH3:44])=[O:41])[CH2:39][CH2:38][CH2:37]1.C(=O)([O-])[O-].[Cs+].[Cs+]. Product: [C:25]([C:20]1[CH:21]=[CH:22][CH:23]=[CH:24][C:19]=1[C:16]1[CH:17]=[CH:18][C:13]([CH2:12][C:6]2[C:5](=[O:27])[N:4]([C:28]3[CH:33]=[CH:32][C:31]([O:34][C:36]4([C:40]([O:42][CH2:43][CH3:44])=[O:41])[CH2:39][CH2:38][CH2:37]4)=[CH:30][CH:29]=3)[C:3]([CH2:1][CH3:2])=[N:8][C:7]=2[CH2:9][CH2:10][CH3:11])=[CH:14][CH:15]=1)#[N:26]. The catalyst class is: 566.